Task: Predict the reactants needed to synthesize the given product.. Dataset: Full USPTO retrosynthesis dataset with 1.9M reactions from patents (1976-2016) (1) Given the product [Cl:13][C:14]1[CH:15]=[C:16]([CH:17]=[CH:18][CH:19]=1)[O:20][C:2]1[CH:7]=[CH:6][N:5]2[N:8]=[CH:9][C:10]([CH:11]=[O:12])=[C:4]2[N:3]=1, predict the reactants needed to synthesize it. The reactants are: Cl[C:2]1[CH:7]=[CH:6][N:5]2[N:8]=[CH:9][C:10]([CH:11]=[O:12])=[C:4]2[N:3]=1.[Cl:13][C:14]1[CH:15]=[C:16]([OH:20])[CH:17]=[CH:18][CH:19]=1.C([O-])([O-])=O.[K+].[K+].O. (2) Given the product [CH2:1]([N:8]1[C:9](=[O:10])[C:11]2[CH:15]=[CH:14][O:13][C:12]=2[N:16]=[C:17]1[CH2:18][CH2:19][CH3:20])[C:2]1[CH:7]=[CH:6][CH:5]=[CH:4][CH:3]=1, predict the reactants needed to synthesize it. The reactants are: [CH2:1]([NH:8][C:9]([C:11]1[CH:15]=[CH:14][O:13][C:12]=1[NH:16][C:17](=O)[CH2:18][CH2:19][CH3:20])=[O:10])[C:2]1[CH:7]=[CH:6][CH:5]=[CH:4][CH:3]=1.[OH-].[Na+]. (3) Given the product [CH3:5][O:4][C:2](=[O:3])[NH:15][CH2:14][CH2:13][C:9]1[CH:10]=[CH:11][CH:12]=[C:7]([Cl:6])[CH:8]=1, predict the reactants needed to synthesize it. The reactants are: Cl[C:2]([O:4][CH3:5])=[O:3].[Cl:6][C:7]1[CH:8]=[C:9]([CH2:13][CH2:14][NH2:15])[CH:10]=[CH:11][CH:12]=1.CCN(CC)CC. (4) The reactants are: C1C=C(Cl)C=C(C(OO)=O)C=1.[F:12][C:13]1[CH:18]=[C:17]([F:19])[CH:16]=[CH:15][C:14]=1[N:20]([CH3:31])[C:21]1[CH:28]=[CH:27][C:24]([C:25]#[N:26])=[C:23](SC)[N:22]=1.C(OCC)(=O)C.Cl.[NH2:39][NH2:40]. Given the product [F:12][C:13]1[CH:18]=[C:17]([F:19])[CH:16]=[CH:15][C:14]=1[N:20]([CH3:31])[C:21]1[N:22]=[C:23]2[NH:39][N:40]=[C:25]([NH2:26])[C:24]2=[CH:27][CH:28]=1, predict the reactants needed to synthesize it.